This data is from Reaction yield outcomes from USPTO patents with 853,638 reactions. The task is: Predict the reaction yield, written as a fraction of the theoretical maximum amount of product (1.0 means a 100% yield; for example, 0.34 means a 34% yield). (1) The reactants are [CH2:1]([O:8][C:9]1[CH:14]=[CH:13][NH:12][C:11](=[O:15])[CH:10]=1)[C:2]1[CH:7]=[CH:6][CH:5]=[CH:4][CH:3]=1.[CH3:16][O:17][C:18](=[O:25])[CH:19](Br)[CH2:20][CH:21]([CH3:23])[CH3:22].C(=O)([O-])[O-].[K+].[K+]. No catalyst specified. The product is [CH3:16][O:17][C:18](=[O:25])[CH:19]([N:12]1[CH:13]=[CH:14][C:9]([O:8][CH2:1][C:2]2[CH:3]=[CH:4][CH:5]=[CH:6][CH:7]=2)=[CH:10][C:11]1=[O:15])[CH2:20][CH:21]([CH3:23])[CH3:22]. The yield is 0.730. (2) The reactants are [Cl:1][C:2]1[CH:3]=[C:4]([CH2:14][N:15]2[C:19]([CH3:20])=[CH:18][C:17]([C:21]([NH:23][C:24]3[CH:29]=[CH:28][C:27]([CH:30]=O)=[CH:26][CH:25]=3)=[O:22])=[N:16]2)[C:5]2[O:9][C:8]([CH:10]([CH3:12])[CH3:11])=[CH:7][C:6]=2[CH:13]=1.[CH3:32][NH2:33].C(O[BH-](OC(=O)C)OC(=O)C)(=O)C.[Na+].[OH-].[Na+]. The catalyst is C(Cl)Cl.O.C1COCC1.C(O)(=O)C. The product is [ClH:1].[Cl:1][C:2]1[CH:3]=[C:4]([CH2:14][N:15]2[C:19]([CH3:20])=[CH:18][C:17]([C:21]([NH:23][C:24]3[CH:29]=[CH:28][C:27]([CH2:30][NH:33][CH3:32])=[CH:26][CH:25]=3)=[O:22])=[N:16]2)[C:5]2[O:9][C:8]([CH:10]([CH3:11])[CH3:12])=[CH:7][C:6]=2[CH:13]=1. The yield is 0.0500. (3) The reactants are F[C:2]1[C:7]([C:8]2[N:13]=[C:12]([CH3:14])[N:11]=[C:10]([N:15]([CH2:25][C:26]3[CH:31]=[CH:30][C:29]([O:32][CH3:33])=[CH:28][CH:27]=3)[CH2:16][C:17]3[CH:22]=[CH:21][C:20]([O:23][CH3:24])=[CH:19][CH:18]=3)[N:9]=2)=[CH:6][C:5]([C@H:34]([N:36]2[CH2:41][CH2:40][N:39]([S:42]([CH3:45])(=[O:44])=[O:43])[CH2:38][CH2:37]2)[CH3:35])=[CH:4][N:3]=1.[F:46][C:47]1[CH:56]=[C:55]([NH2:57])[CH:54]=[C:53]2[C:48]=1[CH:49]=[CH:50][CH:51]=[N:52]2.C[Si]([N-][Si](C)(C)C)(C)C.[Li+]. The catalyst is C1COCC1.[NH4+].[Cl-]. The product is [CH3:24][O:23][C:20]1[CH:19]=[CH:18][C:17]([CH2:16][N:15]([CH2:25][C:26]2[CH:31]=[CH:30][C:29]([O:32][CH3:33])=[CH:28][CH:27]=2)[C:10]2[N:11]=[C:12]([CH3:14])[N:13]=[C:8]([C:7]3[C:2]([NH:57][C:55]4[CH:54]=[C:53]5[C:48]([CH:49]=[CH:50][CH:51]=[N:52]5)=[C:47]([F:46])[CH:56]=4)=[N:3][CH:4]=[C:5]([C@H:34]([N:36]4[CH2:41][CH2:40][N:39]([S:42]([CH3:45])(=[O:43])=[O:44])[CH2:38][CH2:37]4)[CH3:35])[CH:6]=3)[N:9]=2)=[CH:22][CH:21]=1. The yield is 0.712. (4) The reactants are [NH2:1][CH2:2][C@@H:3]1[CH2:7][CH2:6][N:5]([CH2:8][C@@H:9]([C:11]2[C:20]3[C:15](=[CH:16][CH:17]=[C:18]([O:21][CH3:22])[N:19]=3)[N:14]=[CH:13][C:12]=2[F:23])[OH:10])[CH2:4]1.[O:24]=[C:25]1[CH2:30][S:29][C:28]2[CH:31]=[CH:32][C:33]([CH:35]=O)=[N:34][C:27]=2[NH:26]1.[O-]S([O-])(=O)=O.[Na+].[Na+].[BH4-].[Na+]. The catalyst is C(Cl)Cl.CCO. The product is [F:23][C:12]1[CH:13]=[N:14][C:15]2[C:20]([C:11]=1[C@@H:9]([OH:10])[CH2:8][N:5]1[CH2:6][CH2:7][C@@H:3]([CH2:2][NH:1][CH2:35][C:33]3[CH:32]=[CH:31][C:28]4[S:29][CH2:30][C:25](=[O:24])[NH:26][C:27]=4[N:34]=3)[CH2:4]1)=[N:19][C:18]([O:21][CH3:22])=[CH:17][CH:16]=2. The yield is 0.0360. (5) The reactants are C[O:2][C:3]([C:5]1[CH:6]=[C:7]([CH:21]=[CH:22][CH:23]=1)[CH2:8][N:9]1[C:18]2[C:13](=[CH:14][CH:15]=[CH:16][CH:17]=2)[C:12](=[O:19])[NH:11][C:10]1=[O:20])=[O:4].[OH-].[Na+].O. The catalyst is CO. The product is [C:3]([C:5]1[CH:6]=[C:7]([CH:21]=[CH:22][CH:23]=1)[CH2:8][N:9]1[C:18]2[C:13](=[CH:14][CH:15]=[CH:16][CH:17]=2)[C:12](=[O:19])[NH:11][C:10]1=[O:20])([OH:4])=[O:2]. The yield is 0.780. (6) The yield is 0.730. The reactants are [CH2:1]([C:3]1[S:38][C:6]2[N:7]([CH2:23][C:24]3[CH:29]=[CH:28][C:27]([C:30]4[C:31]([C:36]#[N:37])=[CH:32][CH:33]=[CH:34][CH:35]=4)=[CH:26][CH:25]=3)[C:8](=[O:22])[N:9]([CH2:12][C:13]([C:15]3[CH:20]=[CH:19][C:18]([OH:21])=[CH:17][CH:16]=3)=[O:14])[C:10](=[O:11])[C:5]=2[CH:4]=1)[CH3:2].Br[CH2:40][CH:41]1[CH2:43][CH2:42]1.CN(C)C=O.C(=O)([O-])[O-].[Cs+].[Cs+]. The catalyst is O.C(OCC)(=O)C. The product is [CH:41]1([CH2:40][O:21][C:18]2[CH:17]=[CH:16][C:15]([C:13](=[O:14])[CH2:12][N:9]3[C:10](=[O:11])[C:5]4[CH:4]=[C:3]([CH2:1][CH3:2])[S:38][C:6]=4[N:7]([CH2:23][C:24]4[CH:29]=[CH:28][C:27]([C:30]5[C:31]([C:36]#[N:37])=[CH:32][CH:33]=[CH:34][CH:35]=5)=[CH:26][CH:25]=4)[C:8]3=[O:22])=[CH:20][CH:19]=2)[CH2:43][CH2:42]1.